From a dataset of Catalyst prediction with 721,799 reactions and 888 catalyst types from USPTO. Predict which catalyst facilitates the given reaction. (1) Reactant: [Li+].CC([N-]C(C)C)C.[CH3:9][O:10][C:11](=[O:23])[CH2:12][C:13]1[CH:18]=[CH:17][C:16]([C:19]([CH3:22])([CH3:21])[CH3:20])=[CH:15][CH:14]=1.[CH2:24]([O:31][C:32]1[CH:37]=[CH:36][C:35]([CH2:38]Br)=[CH:34][CH:33]=1)[C:25]1[CH:30]=[CH:29][CH:28]=[CH:27][CH:26]=1.[Cl-].[NH4+]. Product: [CH3:9][O:10][C:11](=[O:23])[CH:12]([C:13]1[CH:14]=[CH:15][C:16]([C:19]([CH3:20])([CH3:22])[CH3:21])=[CH:17][CH:18]=1)[CH2:38][C:35]1[CH:36]=[CH:37][C:32]([O:31][CH2:24][C:25]2[CH:30]=[CH:29][CH:28]=[CH:27][CH:26]=2)=[CH:33][CH:34]=1. The catalyst class is: 1. (2) Reactant: [Br:1][C:2]1[CH:3]=[C:4]([CH:7]=[C:8]([CH3:10])[CH:9]=1)[CH2:5][OH:6].[Cr](Cl)([O-])(=O)=O.[NH+]1C=CC=CC=1. Product: [Br:1][C:2]1[CH:3]=[C:4]([CH:7]=[C:8]([CH3:10])[CH:9]=1)[CH:5]=[O:6]. The catalyst class is: 363. (3) Reactant: Cl[C:2]1[C:7]2[CH:8]=[CH:9][C:10]([NH:12][C:13]3[CH:18]=[CH:17][C:16]([F:19])=[CH:15][C:14]=3[F:20])=[N:11][C:6]=2[CH:5]=[N:4][N:3]=1.[NH:21]1[CH2:26][CH2:25][O:24][CH2:23][CH2:22]1. Product: [F:20][C:14]1[CH:15]=[C:16]([F:19])[CH:17]=[CH:18][C:13]=1[NH:12][C:10]1[CH:9]=[CH:8][C:7]2[C:2]([N:21]3[CH2:26][CH2:25][O:24][CH2:23][CH2:22]3)=[N:3][N:4]=[CH:5][C:6]=2[N:11]=1. The catalyst class is: 179. (4) The catalyst class is: 28. Product: [Br:22][CH2:19][CH2:18][CH2:17][CH2:16][CH2:15][CH2:14][CH2:13][C:11]([C:2]1[CH:3]=[CH:4][C:5]2[C:10](=[CH:9][CH:8]=[CH:7][CH:6]=2)[CH:1]=1)=[O:12]. Reactant: [CH:1]1[C:10]2[C:5](=[CH:6][CH:7]=[CH:8][CH:9]=2)[CH:4]=[CH:3][C:2]=1[C:11]([CH2:13][CH2:14][CH2:15][CH2:16][CH2:17][CH2:18][CH2:19]O)=[O:12].P(Br)(Br)[Br:22].C(=O)(O)[O-].[Na+]. (5) Product: [OH:13][N:12]=[C:10]([NH2:11])[CH2:9][CH2:8][NH:7][C:1]1[CH:6]=[CH:5][CH:4]=[CH:3][CH:2]=1. The catalyst class is: 14. Reactant: [C:1]1([NH:7][CH2:8][CH2:9][C:10]#[N:11])[CH:6]=[CH:5][CH:4]=[CH:3][CH:2]=1.[NH2:12][OH:13]. (6) Reactant: [NH2:1][C:2]1[CH:7]=[CH:6][N:5]([CH:8]2[O:18][CH:17]3[CH:10]([O:11][Si:12]([CH:28]([CH3:30])[CH3:29])([CH:25]([CH3:27])[CH3:26])[O:13][Si:14]([CH:22]([CH3:24])[CH3:23])([CH:19]([CH3:21])[CH3:20])[O:15][CH2:16]3)[C:9]2([F:32])[F:31])[C:4](=[O:33])[N:3]=1.[C:34](=O)([O:46]C1C=CC([N+]([O-])=O)=CC=1)[O:35][CH2:36][C:37]1[O:38][C:39]2[CH:45]=[CH:44][CH:43]=[CH:42][C:40]=2[CH:41]=1. Product: [F:32][C:9]1([F:31])[CH:10]2[O:11][Si:12]([CH:25]([CH3:27])[CH3:26])([CH:28]([CH3:30])[CH3:29])[O:13][Si:14]([CH:19]([CH3:20])[CH3:21])([CH:22]([CH3:23])[CH3:24])[O:15][CH2:16][CH:17]2[O:18][CH:8]1[N:5]1[CH:6]=[CH:7][C:2]([NH:1][C:34](=[O:46])[O:35][CH2:36][C:37]2[O:38][C:39]3[CH:45]=[CH:44][CH:43]=[CH:42][C:40]=3[CH:41]=2)=[N:3][C:4]1=[O:33]. The catalyst class is: 1.